This data is from Full USPTO retrosynthesis dataset with 1.9M reactions from patents (1976-2016). The task is: Predict the reactants needed to synthesize the given product. (1) Given the product [N:1]1([C:6]2[CH:7]=[CH:8][C:9]([CH3:25])=[C:10]([CH:24]=2)[C:11]([C:13]2[C:14]([CH3:23])=[CH:15][C:16]([C:17]([O:19][CH3:30])=[O:18])=[CH:20][C:21]=2[CH3:22])=[O:12])[CH:5]=[CH:4][N:3]=[CH:2]1, predict the reactants needed to synthesize it. The reactants are: [N:1]1([C:6]2[CH:7]=[CH:8][C:9]([CH3:25])=[C:10]([CH:24]=2)[C:11]([C:13]2[C:21]([CH3:22])=[CH:20][C:16]([C:17]([OH:19])=[O:18])=[CH:15][C:14]=2[CH3:23])=[O:12])[CH:5]=[CH:4][N:3]=[CH:2]1.S(Cl)(Cl)=O.[CH3:30]O. (2) Given the product [C:1]([C:3]1[CH:4]=[CH:5][C:6]([NH:13][CH:14]2[CH:18]([C:19]3[CH:20]=[CH:21][C:22]([O:25][C:26]([F:28])([F:27])[F:29])=[CH:23][CH:24]=3)[CH2:17][N:16]([C:30]([O:32][C:33]([CH3:36])([CH3:35])[CH3:34])=[O:31])[CH2:15]2)=[C:7]2[C:12]=1[N:11]=[CH:10][N:9]=[CH:8]2)(=[O:37])[NH2:2], predict the reactants needed to synthesize it. The reactants are: [C:1]([C:3]1[CH:4]=[CH:5][C:6]([NH:13][CH:14]2[CH:18]([C:19]3[CH:24]=[CH:23][C:22]([O:25][C:26]([F:29])([F:28])[F:27])=[CH:21][CH:20]=3)[CH2:17][N:16]([C:30]([O:32][C:33]([CH3:36])([CH3:35])[CH3:34])=[O:31])[CH2:15]2)=[C:7]2[C:12]=1[N:11]=[CH:10][N:9]=[CH:8]2)#[N:2].[OH-:37].[Na+].OO. (3) The reactants are: [OH:1][C@@H:2]1[CH2:7][CH2:6][O:5][C:3]1=[O:4].[S:8](Cl)([C:11]1[CH:17]=[CH:16][C:14]([CH3:15])=[CH:13][CH:12]=1)(=[O:10])=[O:9].C([O-])([O-])=O.[K+].[K+]. Given the product [S:8]([O:1][C@@H:2]1[CH2:7][CH2:6][O:5][C:3]1=[O:4])([C:11]1[CH:17]=[CH:16][C:14]([CH3:15])=[CH:13][CH:12]=1)(=[O:10])=[O:9], predict the reactants needed to synthesize it. (4) Given the product [C:27]([NH:31][C:32]([N:24]1[CH2:23][CH:22]=[C:21]([C:19]2[NH:18][C:14]3[N:15]=[CH:16][N:17]=[C:12]([NH:11][C:1]4[C:10]5[C:5](=[CH:6][CH:7]=[CH:8][CH:9]=5)[CH:4]=[CH:3][CH:2]=4)[C:13]=3[CH:20]=2)[CH2:26][CH2:25]1)=[O:33])([CH3:30])([CH3:29])[CH3:28], predict the reactants needed to synthesize it. The reactants are: [C:1]1([NH:11][C:12]2[C:13]3[CH:20]=[C:19]([C:21]4[CH2:22][CH2:23][NH:24][CH2:25][CH:26]=4)[NH:18][C:14]=3[N:15]=[CH:16][N:17]=2)[C:10]2[C:5](=[CH:6][CH:7]=[CH:8][CH:9]=2)[CH:4]=[CH:3][CH:2]=1.[C:27]([N:31]=[C:32]=[O:33])([CH3:30])([CH3:29])[CH3:28].C(N(CC)C(C)C)(C)C.C([O-])(O)=O.[Na+]. (5) Given the product [C:27]([C:24]1[CH:25]=[C:26]2[C:21](=[CH:22][C:23]=1[O:30][CH3:31])[N:20]=[CH:19][CH:18]=[C:17]2[O:16][C:13]1[CH:14]=[CH:15][C:10]([NH:9][C:8]([NH:39][CH3:38])=[O:7])=[C:11]([CH3:32])[CH:12]=1)(=[O:29])[NH2:28], predict the reactants needed to synthesize it. The reactants are: C1([O:7][C:8](=O)[NH:9][C:10]2[CH:15]=[CH:14][C:13]([O:16][C:17]3[C:26]4[C:21](=[CH:22][C:23]([O:30][CH3:31])=[C:24]([C:27](=[O:29])[NH2:28])[CH:25]=4)[N:20]=[CH:19][CH:18]=3)=[CH:12][C:11]=2[CH3:32])C=CC=CC=1.CS(C)=O.[CH3:38][NH2:39].O1CCCC1.